Dataset: Catalyst prediction with 721,799 reactions and 888 catalyst types from USPTO. Task: Predict which catalyst facilitates the given reaction. Reactant: Br[CH2:2][CH2:3][N:4]1[C:27](=[O:28])[N:7]2[CH:8]([C:20]3[CH:25]=[CH:24][CH:23]=[C:22]([OH:26])[CH:21]=3)[C:9]3[NH:10][C:11]4[C:16]([C:17]=3[CH2:18][C:6]2([CH3:29])[C:5]1=[O:30])=[CH:15][C:14]([Cl:19])=[CH:13][CH:12]=4.C(=O)([O-])[O-].[Na+].[Na+].[NH:37]1[CH2:40][CH2:39][CH2:38]1.O. Product: [NH3:4].[CH:39]([O:26][CH:22]([CH3:21])[CH3:23])([CH3:40])[CH3:38].[N:37]1([CH2:2][CH2:3][N:4]2[C:27](=[O:28])[N:7]3[CH:8]([C:20]4[CH:25]=[CH:24][CH:23]=[C:22]([OH:26])[CH:21]=4)[C:9]4[NH:10][C:11]5[C:16]([C:17]=4[CH2:18][C:6]3([CH3:29])[C:5]2=[O:30])=[CH:15][C:14]([Cl:19])=[CH:13][CH:12]=5)[CH2:40][CH2:39][CH2:38]1. The catalyst class is: 10.